From a dataset of Forward reaction prediction with 1.9M reactions from USPTO patents (1976-2016). Predict the product of the given reaction. (1) Given the reactants [CH2:1]([O:8][C:9]1[CH:18]=[C:17]([O:19][CH2:20][C:21]2[CH:26]=[CH:25][CH:24]=[CH:23][CH:22]=2)[C:16](I)=[C:15]2[C:10]=1[C:11](=[O:36])[CH:12]=[C:13]([C:28]1[CH:33]=[CH:32][C:31]([O:34][CH3:35])=[CH:30][CH:29]=1)[O:14]2)[C:2]1[CH:7]=[CH:6][CH:5]=[CH:4][CH:3]=1.[CH:37]1(B(O)O)[CH2:39][CH2:38]1.Cl, predict the reaction product. The product is: [CH2:1]([O:8][C:9]1[CH:18]=[C:17]([O:19][CH2:20][C:21]2[CH:26]=[CH:25][CH:24]=[CH:23][CH:22]=2)[C:16]([CH:37]2[CH2:39][CH2:38]2)=[C:15]2[C:10]=1[C:11](=[O:36])[CH:12]=[C:13]([C:28]1[CH:33]=[CH:32][C:31]([O:34][CH3:35])=[CH:30][CH:29]=1)[O:14]2)[C:2]1[CH:7]=[CH:6][CH:5]=[CH:4][CH:3]=1. (2) Given the reactants [Cl:1][C:2]1[CH:3]=[N:4][CH:5]=[C:6]([OH:10])[C:7]=1[CH:8]=O.[F:11][C:12]1[CH:17]=[CH:16][C:15]([NH2:18])=[CH:14][C:13]=1[Cl:19], predict the reaction product. The product is: [Cl:1][C:2]1[C:7]([CH:8]=[N:18][C:15]2[CH:16]=[CH:17][C:12]([F:11])=[C:13]([Cl:19])[CH:14]=2)=[C:6]([OH:10])[CH:5]=[N:4][CH:3]=1. (3) Given the reactants [Cl:1][C:2]1[C:3]([CH2:9][OH:10])=[N:4][CH:5]=[C:6]([Cl:8])[CH:7]=1.[Cl:11][C:12]1[CH:17]=[C:16](I)[CH:15]=[CH:14][N:13]=1.C(=O)([O-])[O-].[Cs+].[Cs+].N1C2C(=CC=C3C=2N=CC=C3)C=CC=1, predict the reaction product. The product is: [Cl:1][C:2]1[C:3]([CH2:9][O:10][C:16]2[CH:15]=[CH:14][N:13]=[C:12]([Cl:11])[CH:17]=2)=[N:4][CH:5]=[C:6]([Cl:8])[CH:7]=1. (4) Given the reactants [NH:1]1[C:10]2[CH2:9][CH2:8][CH2:7][CH2:6][C:5]=2[CH2:4][CH2:3][C:2]1=[O:11].[BH3-]C#N.[Na+].Cl, predict the reaction product. The product is: [NH:1]1[C@H:10]2[C@@H:5]([CH2:6][CH2:7][CH2:8][CH2:9]2)[CH2:4][CH2:3][C:2]1=[O:11]. (5) The product is: [CH2:33]([N:22]([CH2:15][C:16]1[CH:21]=[CH:20][CH:19]=[CH:18][CH:17]=1)[C:23]1[CH:28]=[C:27](/[CH:29]=[C:6](\[O-:8])/[C:5]([O:12][CH2:13][CH3:14])=[O:11])[C:26]([N+:30]([O-:32])=[O:31])=[CH:25][N:24]=1)[C:34]1[CH:35]=[CH:36][CH:37]=[CH:38][CH:39]=1.[K+:4]. Given the reactants [O-]CC.[K+:4].[C:5]([O:12][CH2:13][CH3:14])(=[O:11])[C:6]([O:8]CC)=O.[CH2:15]([N:22]([CH2:33][C:34]1[CH:39]=[CH:38][CH:37]=[CH:36][CH:35]=1)[C:23]1[CH:28]=[C:27]([CH3:29])[C:26]([N+:30]([O-:32])=[O:31])=[CH:25][N:24]=1)[C:16]1[CH:21]=[CH:20][CH:19]=[CH:18][CH:17]=1, predict the reaction product.